From a dataset of Full USPTO retrosynthesis dataset with 1.9M reactions from patents (1976-2016). Predict the reactants needed to synthesize the given product. (1) The reactants are: Br[C:2]1[CH:3]=[C:4]([CH:20]=[CH:21][CH:22]=1)[CH2:5][C:6]1[CH:19]=[C:9]2[NH:10][C:11](=[O:18])[C:12]3[C:17]([N:8]2[N:7]=1)=[CH:16][CH:15]=[CH:14][CH:13]=3.[N:23]1[CH:28]=[CH:27][CH:26]=[C:25](B(O)O)[CH:24]=1. Given the product [N:23]1[CH:28]=[CH:27][CH:26]=[C:25]([C:2]2[CH:3]=[C:4]([CH:20]=[CH:21][CH:22]=2)[CH2:5][C:6]2[CH:19]=[C:9]3[NH:10][C:11](=[O:18])[C:12]4[C:17]([N:8]3[N:7]=2)=[CH:16][CH:15]=[CH:14][CH:13]=4)[CH:24]=1, predict the reactants needed to synthesize it. (2) Given the product [CH2:1]([O:8][C:9]1[CH:10]=[CH:11][C:12]([NH:55][C:56]2[S:57][CH:58]=[CH:59][N:60]=2)=[N:13][CH:14]=1)[C:2]1[CH:7]=[CH:6][CH:5]=[CH:4][CH:3]=1, predict the reactants needed to synthesize it. The reactants are: [CH2:1]([O:8][C:9]1[CH:10]=[CH:11][C:12](Br)=[N:13][CH:14]=1)[C:2]1[CH:7]=[CH:6][CH:5]=[CH:4][CH:3]=1.C1(P(C2C=CC=CC=2)C2C=CC=CC=2OC2C=CC=CC=2P(C2C=CC=CC=2)C2C=CC=CC=2)C=CC=CC=1.[NH2:55][C:56]1[S:57][CH:58]=[CH:59][N:60]=1.C1(C)C=CC=CC=1.